Dataset: Catalyst prediction with 721,799 reactions and 888 catalyst types from USPTO. Task: Predict which catalyst facilitates the given reaction. Reactant: Br[CH:2]([CH2:5][C:6]1[CH:11]=[CH:10][CH:9]=[CH:8][CH:7]=1)[CH:3]=O.[NH2:12][C:13]([NH2:15])=[O:14].C1(CCC=O)C=CC=CC=1. Product: [CH2:5]([C:2]1[O:14][C:13]([NH2:15])=[N:12][CH:3]=1)[C:6]1[CH:11]=[CH:10][CH:9]=[CH:8][CH:7]=1. The catalyst class is: 8.